This data is from NCI-60 drug combinations with 297,098 pairs across 59 cell lines. The task is: Regression. Given two drug SMILES strings and cell line genomic features, predict the synergy score measuring deviation from expected non-interaction effect. (1) Drug 1: CCC1=CC2CC(C3=C(CN(C2)C1)C4=CC=CC=C4N3)(C5=C(C=C6C(=C5)C78CCN9C7C(C=CC9)(C(C(C8N6C)(C(=O)OC)O)OC(=O)C)CC)OC)C(=O)OC.C(C(C(=O)O)O)(C(=O)O)O. Drug 2: CC1OCC2C(O1)C(C(C(O2)OC3C4COC(=O)C4C(C5=CC6=C(C=C35)OCO6)C7=CC(=C(C(=C7)OC)O)OC)O)O. Cell line: SNB-75. Synergy scores: CSS=50.2, Synergy_ZIP=-4.98, Synergy_Bliss=2.17, Synergy_Loewe=4.04, Synergy_HSA=4.64. (2) Drug 1: CC(CN1CC(=O)NC(=O)C1)N2CC(=O)NC(=O)C2. Drug 2: CC1=C(C(=CC=C1)Cl)NC(=O)C2=CN=C(S2)NC3=CC(=NC(=N3)C)N4CCN(CC4)CCO. Cell line: 786-0. Synergy scores: CSS=14.8, Synergy_ZIP=-3.21, Synergy_Bliss=2.40, Synergy_Loewe=1.23, Synergy_HSA=3.88. (3) Drug 1: C1=NC(=NC(=O)N1C2C(C(C(O2)CO)O)O)N. Drug 2: C1=NNC2=C1C(=O)NC=N2. Cell line: HOP-92. Synergy scores: CSS=-3.81, Synergy_ZIP=0.982, Synergy_Bliss=-4.38, Synergy_Loewe=-11.0, Synergy_HSA=-9.31. (4) Drug 1: CN(CCCl)CCCl.Cl. Drug 2: CC(C)NC(=O)C1=CC=C(C=C1)CNNC.Cl. Cell line: NCI-H522. Synergy scores: CSS=19.9, Synergy_ZIP=1.70, Synergy_Bliss=2.59, Synergy_Loewe=-10.2, Synergy_HSA=1.34. (5) Drug 1: CNC(=O)C1=NC=CC(=C1)OC2=CC=C(C=C2)NC(=O)NC3=CC(=C(C=C3)Cl)C(F)(F)F. Drug 2: CN(CC1=CN=C2C(=N1)C(=NC(=N2)N)N)C3=CC=C(C=C3)C(=O)NC(CCC(=O)O)C(=O)O. Cell line: PC-3. Synergy scores: CSS=45.6, Synergy_ZIP=3.46, Synergy_Bliss=0.149, Synergy_Loewe=-11.9, Synergy_HSA=-2.10. (6) Drug 1: CN1CCC(CC1)COC2=C(C=C3C(=C2)N=CN=C3NC4=C(C=C(C=C4)Br)F)OC. Drug 2: C1=CC(=CC=C1CCCC(=O)O)N(CCCl)CCCl. Cell line: NCI-H460. Synergy scores: CSS=28.7, Synergy_ZIP=-0.138, Synergy_Bliss=-0.182, Synergy_Loewe=-1.20, Synergy_HSA=0.592. (7) Drug 1: CC(C1=C(C=CC(=C1Cl)F)Cl)OC2=C(N=CC(=C2)C3=CN(N=C3)C4CCNCC4)N. Drug 2: C1CNP(=O)(OC1)N(CCCl)CCCl. Cell line: HCC-2998. Synergy scores: CSS=-1.78, Synergy_ZIP=-1.62, Synergy_Bliss=-9.27, Synergy_Loewe=-22.1, Synergy_HSA=-11.2. (8) Drug 1: CC1CCC2CC(C(=CC=CC=CC(CC(C(=O)C(C(C(=CC(C(=O)CC(OC(=O)C3CCCCN3C(=O)C(=O)C1(O2)O)C(C)CC4CCC(C(C4)OC)OCCO)C)C)O)OC)C)C)C)OC. Drug 2: CCN(CC)CCCC(C)NC1=C2C=C(C=CC2=NC3=C1C=CC(=C3)Cl)OC. Cell line: NCI/ADR-RES. Synergy scores: CSS=13.3, Synergy_ZIP=3.62, Synergy_Bliss=10.3, Synergy_Loewe=-0.540, Synergy_HSA=0.174.